Dataset: Reaction yield outcomes from USPTO patents with 853,638 reactions. Task: Predict the reaction yield, written as a fraction of the theoretical maximum amount of product (1.0 means a 100% yield; for example, 0.34 means a 34% yield). (1) The reactants are ON1[C:6]2[CH:7]=[CH:8][CH:9]=[CH:10][C:5]=2N=N1.Cl.C(N=C=NCCCN(C)C)C.[CH2:23]([O:27][C:28]1[CH:36]=[CH:35][C:31]([C:32]([OH:34])=O)=[CH:30][CH:29]=1)[C:24]#[C:25][CH3:26].Cl.Cl.[NH2:39][CH2:40][C@H:41](N1CCCCC1)[C:42]([O:44][CH3:45])=[O:43].C(N(CC)CC)C. The catalyst is CN(C)C=O. The product is [CH2:23]([O:27][C:28]1[CH:29]=[CH:30][C:31]([C:32]([NH:39][CH2:40][C@H:41]([CH:5]2[CH2:10][CH2:9][CH2:8][CH2:7][CH2:6]2)[C:42]([O:44][CH3:45])=[O:43])=[O:34])=[CH:35][CH:36]=1)[C:24]#[C:25][CH3:26]. The yield is 0.580. (2) No catalyst specified. The reactants are [CH:1]1([C@@H:6]2[NH:11][C:10](=[O:12])[C@H:9]([CH2:13][CH:14]([CH3:16])[CH3:15])[NH:8][CH2:7]2)[CH2:5][CH2:4][CH2:3][CH2:2]1.[C:17]([C:21]1[CH:26]=[CH:25][C:24]([C@@H:27]2[CH2:29][C@H:28]2[C:30](O)=[O:31])=[CH:23][CH:22]=1)([CH3:20])([CH3:19])[CH3:18].C([C@@H]1N(C([C@@H]2C[C@H]2C2C=CC=CC=2)=O)C[C@H](CC(C)C)NC1=O)C(C)C. The yield is 0.702. The product is [C:17]([C:21]1[CH:22]=[CH:23][C:24]([C@@H:27]2[CH2:29][C@H:28]2[C:30]([N:8]2[CH2:7][C@H:6]([CH:1]3[CH2:2][CH2:3][CH2:4][CH2:5]3)[NH:11][C:10](=[O:12])[C@@H:9]2[CH2:13][CH:14]([CH3:16])[CH3:15])=[O:31])=[CH:25][CH:26]=1)([CH3:20])([CH3:18])[CH3:19]. (3) The reactants are CC1(C)C(C)(C)OB([C:9]2[CH:10]=[C:11]3[C:16](=[C:17]([O:19]COCC[Si](C)(C)C)[CH:18]=2)[N:15]=[CH:14][N:13](COCC[Si](C)(C)C)[C:12]3=[O:36])O1.I[C:39]1[N:43]([CH2:44][CH2:45][O:46][CH3:47])[N:42]=[CH:41][CH:40]=1.FC1C=C(I)C=C(F)C=1F.C(=O)([O-])[O-].[K+].[K+]. The catalyst is O1CCOCC1.C1(P([C-]2C=CC=C2)C2C=CC=CC=2)C=CC=CC=1.[C-]1(P(C2C=CC=CC=2)C2C=CC=CC=2)C=CC=C1.[Fe+2].[Pd](Cl)Cl. The product is [OH:19][C:17]1[CH:18]=[C:9]([C:39]2[N:43]([CH2:44][CH2:45][O:46][CH3:47])[N:42]=[CH:41][CH:40]=2)[CH:10]=[C:11]2[C:16]=1[N:15]=[CH:14][NH:13][C:12]2=[O:36]. The yield is 0.270.